This data is from NCI-60 drug combinations with 297,098 pairs across 59 cell lines. The task is: Regression. Given two drug SMILES strings and cell line genomic features, predict the synergy score measuring deviation from expected non-interaction effect. Drug 1: CN(C(=O)NC(C=O)C(C(C(CO)O)O)O)N=O. Drug 2: N.N.Cl[Pt+2]Cl. Cell line: MCF7. Synergy scores: CSS=28.6, Synergy_ZIP=-7.82, Synergy_Bliss=-0.366, Synergy_Loewe=-16.9, Synergy_HSA=0.290.